From a dataset of Forward reaction prediction with 1.9M reactions from USPTO patents (1976-2016). Predict the product of the given reaction. (1) Given the reactants O[Li].O.C([O:7][CH:8]1[C:12]2[N:13]=[CH:14][N:15]=[C:16]([N:17]3[CH2:22][CH2:21][N:20]([C:23]([O:25][C:26]([CH3:29])([CH3:28])[CH3:27])=[O:24])[CH2:19][CH2:18]3)[C:11]=2[C@H:10]([CH3:30])[CH2:9]1)(=O)C.C1COCC1.[NH4+].[Cl-], predict the reaction product. The product is: [OH:7][CH:8]1[C:12]2[N:13]=[CH:14][N:15]=[C:16]([N:17]3[CH2:22][CH2:21][N:20]([C:23]([O:25][C:26]([CH3:29])([CH3:28])[CH3:27])=[O:24])[CH2:19][CH2:18]3)[C:11]=2[C@H:10]([CH3:30])[CH2:9]1. (2) The product is: [CH3:38][O:37][C:34]1[CH:33]=[CH:32][C:31]([CH2:30][N:8]([CH2:7][C:6]2[CH:5]=[CH:4][C:3]([O:2][CH3:1])=[CH:40][CH:39]=2)[C:9]2[N:10]=[CH:11][C:12]([C:15]3[C:16]4[CH2:29][CH2:28][N:27]([C:42]5[CH:43]=[C:44]([C:49]([N:51]6[CH2:52][CH2:53][O:54][CH2:55][CH2:56]6)=[O:50])[CH:45]=[CH:46][C:47]=5[CH3:48])[C:17]=4[N:18]=[C:19]([N:21]4[CH2:26][CH2:25][O:24][CH2:23][CH2:22]4)[N:20]=3)=[CH:13][N:14]=2)=[CH:36][CH:35]=1. Given the reactants [CH3:1][O:2][C:3]1[CH:40]=[CH:39][C:6]([CH2:7][N:8]([CH2:30][C:31]2[CH:36]=[CH:35][C:34]([O:37][CH3:38])=[CH:33][CH:32]=2)[C:9]2[N:14]=[CH:13][C:12]([C:15]3[C:16]4[CH2:29][CH2:28][NH:27][C:17]=4[N:18]=[C:19]([N:21]4[CH2:26][CH2:25][O:24][CH2:23][CH2:22]4)[N:20]=3)=[CH:11][N:10]=2)=[CH:5][CH:4]=1.Br[C:42]1[CH:43]=[C:44]([C:49]([N:51]2[CH2:56][CH2:55][O:54][CH2:53][CH2:52]2)=[O:50])[CH:45]=[CH:46][C:47]=1[CH3:48].COC1C=CC=C(OC)C=1C1C=CC=CC=1P(C1CCCCC1)C1CCCCC1.P([O-])([O-])([O-])=O.[K+].[K+].[K+].[Cl-].[NH4+], predict the reaction product. (3) Given the reactants [O:1]=[C:2]1[C:6]2([CH2:11][CH2:10][NH:9][CH2:8][CH2:7]2)[N:5]([C:12]2[CH:17]=[CH:16][CH:15]=[CH:14][CH:13]=2)[CH2:4][N:3]1[CH2:18][C:19]1[CH:31]=[CH:30][C:22](C(OC(C)(C)C)=O)=[CH:21][CH:20]=1.I[CH2:33][CH2:34][CH2:35][C:36]([C:38]1[S:39][CH:40]=[CH:41][CH:42]=1)=[O:37].[C:43](=[O:46])([O-])[O-:44].[K+].[K+], predict the reaction product. The product is: [O:1]=[C:2]1[C:6]2([CH2:7][CH2:8][N:9]([CH2:33][CH2:34][CH2:35][C:36](=[O:37])[C:38]3[S:39][CH:40]=[CH:41][CH:42]=3)[CH2:10][CH2:11]2)[N:5]([C:12]2[CH:17]=[CH:16][CH:15]=[CH:14][CH:13]=2)[CH2:4][N:3]1[CH2:18][C:19]1[CH:20]=[C:21]([CH:22]=[CH:30][CH:31]=1)[C:43]([O:44][C:6]([CH3:11])([CH3:7])[CH3:2])=[O:46]. (4) Given the reactants [CH3:1][Mg]Cl.[CH2:4]([C:6]1[C:14]2[C:9](=[CH:10][C:11]([C:15](N(OC)C)=[O:16])=[CH:12][CH:13]=2)[N:8]([CH2:21][O:22][CH2:23][CH2:24][Si:25]([CH3:28])([CH3:27])[CH3:26])[N:7]=1)[CH3:5], predict the reaction product. The product is: [CH2:4]([C:6]1[C:14]2[C:9](=[CH:10][C:11]([C:15](=[O:16])[CH3:1])=[CH:12][CH:13]=2)[N:8]([CH2:21][O:22][CH2:23][CH2:24][Si:25]([CH3:26])([CH3:27])[CH3:28])[N:7]=1)[CH3:5]. (5) Given the reactants C(O[C:5](=[O:7])[CH3:6])(=O)C.Cl.[C:9]1([CH3:15])[CH:14]=[CH:13][CH:12]=[CH:11][CH:10]=1, predict the reaction product. The product is: [CH3:15][C:9]1[CH:14]=[CH:13][C:12]([C:5](=[O:7])[CH3:6])=[CH:11][CH:10]=1. (6) Given the reactants [CH:1]1([C:5]2[NH:13][C:12]3[C:11](=[O:14])[NH:10][C:9](=S)[N:8]([CH2:16][CH2:17][CH2:18][CH2:19][CH3:20])[C:7]=3[N:6]=2)[CH2:4][CH2:3][CH2:2]1.[NH2:21][NH2:22], predict the reaction product. The product is: [CH:1]1([C:5]2[NH:13][C:12]3[C:11](=[O:14])[NH:10]/[C:9](=[N:21]\[NH2:22])/[N:8]([CH2:16][CH2:17][CH2:18][CH2:19][CH3:20])[C:7]=3[N:6]=2)[CH2:4][CH2:3][CH2:2]1. (7) Given the reactants [CH3:1][S:2]([NH:5][C:6]1[CH:11]=[CH:10][C:9]([S:12][CH2:13][CH2:14][CH2:15][C:16]([OH:18])=O)=[CH:8][CH:7]=1)(=[O:4])=[O:3].[CH3:19][O:20][C:21]1[CH:29]=[CH:28][CH:27]=[CH:26][C:22]=1[CH2:23][NH:24][CH3:25], predict the reaction product. The product is: [CH3:19][O:20][C:21]1[CH:29]=[CH:28][CH:27]=[CH:26][C:22]=1[CH2:23][N:24]([CH3:25])[C:16](=[O:18])[CH2:15][CH2:14][CH2:13][S:12][C:9]1[CH:8]=[CH:7][C:6]([NH:5][S:2]([CH3:1])(=[O:3])=[O:4])=[CH:11][CH:10]=1.